Dataset: Full USPTO retrosynthesis dataset with 1.9M reactions from patents (1976-2016). Task: Predict the reactants needed to synthesize the given product. (1) Given the product [O:1]1[CH2:6][CH2:5][CH2:4][CH2:3][CH:2]1[O:7][CH2:8][CH2:9][O:10][C:11]1[C:16]2[CH:17]=[CH:18][O:19][C:15]=2[C:14]([CH2:20][C:21]([NH2:25])=[O:23])=[CH:13][CH:12]=1, predict the reactants needed to synthesize it. The reactants are: [O:1]1[CH2:6][CH2:5][CH2:4][CH2:3][CH:2]1[O:7][CH2:8][CH2:9][O:10][C:11]1[C:16]2[CH:17]=[CH:18][O:19][C:15]=2[C:14]([CH2:20][C:21]([OH:23])=O)=[CH:13][CH:12]=1.[OH-].[NH4+:25]. (2) Given the product [Br:21][C:22]1[N:23]=[CH:24][NH:25][C:26]=1[C:27]([NH:2][CH2:3][C:4]1[CH:5]=[CH:6][C:7]([Cl:20])=[C:8]([O:10][C:11]2[CH:12]=[C:13]([C:14]#[N:15])[CH:16]=[C:17]([Cl:19])[CH:18]=2)[CH:9]=1)=[O:28], predict the reactants needed to synthesize it. The reactants are: Cl.[NH2:2][CH2:3][C:4]1[CH:5]=[CH:6][C:7]([Cl:20])=[C:8]([O:10][C:11]2[CH:12]=[C:13]([CH:16]=[C:17]([Cl:19])[CH:18]=2)[C:14]#[N:15])[CH:9]=1.[Br:21][C:22]1[N:23]=[CH:24][NH:25][C:26]=1[C:27](O)=[O:28].CN(C(ON1N=NC2C=CC=NC1=2)=[N+](C)C)C.F[P-](F)(F)(F)(F)F.CCN(C(C)C)C(C)C.C([O-])(O)=O.[Na+]. (3) Given the product [Cl-:2].[CH3:4][C:5]([CH3:44])([CH2:32][CH2:33][CH2:34][CH2:35][CH2:36][CH2:37][CH2:38][CH2:39][CH2:40][CH3:41])[C:6]([O:8][CH2:9][N+:10]1([CH3:31])[CH2:15][CH2:14][N:13]([C:16]2[C:17]3[CH:29]=[C:28]([CH3:30])[S:27][C:18]=3[NH:19][C:20]3[CH:26]=[CH:25][CH:24]=[CH:23][C:21]=3[N:22]=2)[CH2:12][CH2:11]1)=[O:7], predict the reactants needed to synthesize it. The reactants are: [I-].[Cl-:2].[I-].[CH3:4][C:5]([CH3:44])([CH2:32][CH2:33][CH2:34][CH2:35][CH2:36][CH2:37][CH2:38][CH2:39][CH2:40][CH2:41]CC)[C:6]([O:8][CH2:9][N+:10]1([CH3:31])[CH2:15][CH2:14][N:13]([C:16]2[C:17]3[CH:29]=[C:28]([CH3:30])[S:27][C:18]=3[NH:19][C:20]3[CH:26]=[CH:25][CH:24]=[CH:23][C:21]=3[N:22]=2)[CH2:12][CH2:11]1)=[O:7].[I-].CC(C)(CCCCCCCCCC)C(OC[N+]1(C)CCN(C2C3C=C(C)SC=3NC3C=CC=CC=3N=2)CC1)=O. (4) Given the product [NH2:23][C:8]1[CH:9]=[C:10]([N:13]([CH3:22])[C:14](=[O:21])[C:15]2[CH:16]=[CH:17][CH:18]=[CH:19][CH:20]=2)[CH:11]=[CH:12][C:7]=1[NH:6][CH2:5][CH2:4][C:1](=[O:3])[NH2:2], predict the reactants needed to synthesize it. The reactants are: [C:1]([CH2:4][CH2:5][NH:6][C:7]1[CH:12]=[CH:11][C:10]([N:13]([CH3:22])[C:14](=[O:21])[C:15]2[CH:20]=[CH:19][CH:18]=[CH:17][CH:16]=2)=[CH:9][C:8]=1[N+:23]([O-])=O)(=[O:3])[NH2:2]. (5) Given the product [ClH:15].[CH2:1]([O:3][C:4](=[O:14])[CH:5]([NH2:12])[C:6](=[O:11])[C:7]([F:8])([F:9])[F:10])[CH3:2], predict the reactants needed to synthesize it. The reactants are: [CH2:1]([O:3][C:4](=[O:14])[C:5](=[N:12]O)[C:6](=[O:11])[C:7]([F:10])([F:9])[F:8])[CH3:2].[ClH:15].[H][H].